This data is from Full USPTO retrosynthesis dataset with 1.9M reactions from patents (1976-2016). The task is: Predict the reactants needed to synthesize the given product. (1) Given the product [CH:22]1([C:19]2[CH:20]=[N:21][C:12]([NH:11][C:8]3[CH:9]=[C:10]4[C:5](=[CH:6][CH:7]=3)[N:4]([CH2:25][CH3:26])[CH:3]=[C:2]4[C:27]3[CH:32]=[CH:31][CH:30]=[CH:29][CH:28]=3)=[C:13]([CH:18]=2)[C:14]([O:16][CH3:17])=[O:15])[CH2:24][CH2:23]1, predict the reactants needed to synthesize it. The reactants are: Br[C:2]1[C:10]2[C:5](=[CH:6][CH:7]=[C:8]([NH:11][C:12]3[N:21]=[CH:20][C:19]([CH:22]4[CH2:24][CH2:23]4)=[CH:18][C:13]=3[C:14]([O:16][CH3:17])=[O:15])[CH:9]=2)[N:4]([CH2:25][CH3:26])[CH:3]=1.[C:27]1(B(O)O)[CH:32]=[CH:31][CH:30]=[CH:29][CH:28]=1.C(=O)([O-])[O-].[K+].[K+].C1(C)C=CC=CC=1. (2) The reactants are: [C:1]([CH2:3][C:4]1([N:8]2[CH:12]=[C:11]([C:13]3[CH:18]=[N:17][N:16]4[C:19]([C:22]5[CH:23]=[C:24]([NH:28][C:29]([NH:31][CH2:32][C:33]([F:36])([F:35])[F:34])=[O:30])[CH:25]=[CH:26][CH:27]=5)=[CH:20][N:21]=[C:15]4[CH:14]=3)[CH:10]=[N:9]2)[CH2:7][NH:6][CH2:5]1)#[N:2].[O:37]1[CH2:41][CH2:40][CH2:39][CH:38]1[CH2:42][C:43](O)=[O:44]. Given the product [C:1]([CH2:3][C:4]1([N:8]2[CH:12]=[C:11]([C:13]3[CH:18]=[N:17][N:16]4[C:19]([C:22]5[CH:23]=[C:24]([NH:28][C:29]([NH:31][CH2:32][C:33]([F:35])([F:36])[F:34])=[O:30])[CH:25]=[CH:26][CH:27]=5)=[CH:20][N:21]=[C:15]4[CH:14]=3)[CH:10]=[N:9]2)[CH2:5][N:6]([C:43](=[O:44])[CH2:42][CH:38]2[CH2:39][CH2:40][CH2:41][O:37]2)[CH2:7]1)#[N:2], predict the reactants needed to synthesize it.